This data is from Full USPTO retrosynthesis dataset with 1.9M reactions from patents (1976-2016). The task is: Predict the reactants needed to synthesize the given product. (1) Given the product [F:24][C:17]1[CH:18]=[C:19]([F:23])[C:20]([F:22])=[CH:21][C:16]=1[CH2:15][O:14][C:11]1[CH:12]=[CH:13][C:8]([NH:7][C:5](=[O:6])[CH2:4][C:3]([NH2:27])=[O:2])=[CH:9][CH:10]=1, predict the reactants needed to synthesize it. The reactants are: C[O:2][C:3](=O)[CH2:4][C:5]([NH:7][C:8]1[CH:13]=[CH:12][C:11]([O:14][CH2:15][C:16]2[CH:21]=[C:20]([F:22])[C:19]([F:23])=[CH:18][C:17]=2[F:24])=[CH:10][CH:9]=1)=[O:6].[OH-].[NH4+:27]. (2) The reactants are: Br[C:2]1[CH:16]=[CH:15][C:5]([CH2:6][N:7]2[C@H:12]([CH3:13])[CH2:11][CH2:10][CH2:9][C@@H:8]2[CH3:14])=[CH:4][CH:3]=1.[B:17]1([B:17]2[O:21][C:20]([CH3:23])([CH3:22])[C:19]([CH3:25])([CH3:24])[O:18]2)[O:21][C:20]([CH3:23])([CH3:22])[C:19]([CH3:25])([CH3:24])[O:18]1.C([O-])(=O)C.[K+]. Given the product [CH3:14][C@H:8]1[CH2:9][CH2:10][CH2:11][C@@H:12]([CH3:13])[N:7]1[CH2:6][C:5]1[CH:15]=[CH:16][C:2]([B:17]2[O:21][C:20]([CH3:23])([CH3:22])[C:19]([CH3:25])([CH3:24])[O:18]2)=[CH:3][CH:4]=1, predict the reactants needed to synthesize it. (3) Given the product [NH2:1][C@H:2]([C:4]([NH:6][C@H:7]([C:9]([NH:11][C@H:12]([C:17]([OH:19])=[O:18])[CH2:13][C:14](=[O:16])[NH2:15])=[O:10])[CH3:8])=[O:5])[CH3:3].[CH3:39][C:38]([NH:49][CH2:50][CH:51]([OH:67])[CH2:52][O:53][C:54]1[C:59]2[C:60]3[C:65]([NH:66][C:58]=2[CH:57]=[CH:56][CH:55]=1)=[CH:64][CH:63]=[CH:62][CH:61]=3)([C:40]1[CH:45]=[CH:44][C:43]([N:46]=[N+:47]=[N-:48])=[CH:42][CH:41]=1)[CH3:37].[CH3:68][C:69]1[C:75](=[O:76])[C:74]2[N:77]3[C@@:81]([O:88][CH3:89])([C@H:82]([CH2:83][O:84][C:85]([NH2:87])=[O:86])[C:73]=2[C:71](=[O:72])[C:70]=1[NH2:91])[C@H:80]1[NH:90][C@H:79]1[CH2:78]3, predict the reactants needed to synthesize it. The reactants are: [NH:1](C(OCC1C2C(=CC=CC=2)C2C1=CC=CC=2)=O)[C@H:2]([C:4]([NH:6][C@H:7]([C:9]([NH:11][C@H:12]([C:17]([OH:19])=[O:18])[CH2:13][C:14](=[O:16])[NH2:15])=[O:10])[CH3:8])=[O:5])[CH3:3].[CH3:37][C:38]([NH:49][CH2:50][CH:51]([OH:67])[CH2:52][O:53][C:54]1[C:59]2[C:60]3[C:65]([NH:66][C:58]=2[CH:57]=[CH:56][CH:55]=1)=[CH:64][CH:63]=[CH:62][CH:61]=3)([C:40]1[CH:45]=[CH:44][C:43]([N:46]=[N+:47]=[N-:48])=[CH:42][CH:41]=1)[CH3:39].[CH3:68][C:69]1[C:75](=[O:76])[C:74]2[N:77]3[C@@:81]([O:88][CH3:89])([C@H:82]([CH2:83][O:84][C:85]([NH2:87])=[O:86])[C:73]=2[C:71](=[O:72])[C:70]=1[NH2:91])[C@H:80]1[NH:90][C@H:79]1[CH2:78]3.C(OCC)(=O)C.CCCCCC. (4) Given the product [CH3:11][N:12]1[C:16]([C:17]2[N:18]=[C:7]([OH:9])[C:3]3[S:4][CH:5]=[CH:6][C:2]=3[N:1]=2)=[CH:15][C:14]([CH3:19])=[N:13]1, predict the reactants needed to synthesize it. The reactants are: [NH2:1][C:2]1[CH:6]=[CH:5][S:4][C:3]=1[C:7]([O:9]C)=O.[CH3:11][N:12]1[C:16]([C:17]#[N:18])=[CH:15][C:14]([CH3:19])=[N:13]1.C(O[K])(C)(C)C.